Dataset: Forward reaction prediction with 1.9M reactions from USPTO patents (1976-2016). Task: Predict the product of the given reaction. (1) Given the reactants CC([Si](C)(C)[O:6][CH2:7][C:8]1[CH:9]=[CH:10][C:11]([CH2:14][N:15]2[CH2:20][CH2:19][N:18]([C:21]3[C:26]([C:27]([O:29][CH:30]([CH3:32])[CH3:31])=[O:28])=[CH:25][CH:24]=[CH:23][N:22]=3)[CH2:17][CH2:16]2)=[N:12][CH:13]=1)(C)C.F.F.F.C(N(CC)CC)C, predict the reaction product. The product is: [OH:6][CH2:7][C:8]1[CH:9]=[CH:10][C:11]([CH2:14][N:15]2[CH2:20][CH2:19][N:18]([C:21]3[C:26]([C:27]([O:29][CH:30]([CH3:32])[CH3:31])=[O:28])=[CH:25][CH:24]=[CH:23][N:22]=3)[CH2:17][CH2:16]2)=[N:12][CH:13]=1. (2) Given the reactants FC(F)(F)S(O[C:7]1[CH:8]=[C:9]2[C:14](=[CH:15][CH:16]=1)[S:13][C:12]([CH3:18])([CH3:17])[CH2:11][C:10]2=[O:19])(=O)=O.[CH3:22][Si:23]([C:26]#[CH:27])([CH3:25])[CH3:24], predict the reaction product. The product is: [CH3:17][C:12]1([CH3:18])[CH2:11][C:10](=[O:19])[C:9]2[C:14](=[CH:15][CH:16]=[C:7]([C:27]#[C:26][Si:23]([CH3:25])([CH3:24])[CH3:22])[CH:8]=2)[S:13]1.